Predict the product of the given reaction. From a dataset of Forward reaction prediction with 1.9M reactions from USPTO patents (1976-2016). (1) Given the reactants Br[C:2]1[CH:3]=[CH:4][C:5]([N+:9]([O-:11])=[O:10])=[C:6]([NH2:8])[CH:7]=1.[CH3:12][N:13](C)C=O, predict the reaction product. The product is: [NH2:8][C:6]1[CH:7]=[C:2]([CH:3]=[CH:4][C:5]=1[N+:9]([O-:11])=[O:10])[C:12]#[N:13]. (2) Given the reactants [Cl:1][C:2]1[CH:7]=[C:6]([N+:8]([O-:10])=[O:9])[C:5](F)=[CH:4][C:3]=1[Cl:12].[C:13]([O:17][CH2:18][CH3:19])(=[O:16])[CH2:14][OH:15].[F-].[K+].FC(F)(F)C(O)=O, predict the reaction product. The product is: [Cl:1][C:2]1[C:3]([Cl:12])=[CH:4][C:5]([O:15][CH2:14][C:13]([O:17][CH2:18][CH3:19])=[O:16])=[C:6]([N+:8]([O-:10])=[O:9])[CH:7]=1. (3) The product is: [F:1][C:2]1[CH:9]=[C:8]([F:10])[CH:7]=[CH:6][C:3]=1[CH2:4][NH:21][CH2:18][CH2:19][CH3:20]. Given the reactants [F:1][C:2]1[CH:9]=[C:8]([F:10])[CH:7]=[CH:6][C:3]=1[CH:4]=O.C(OC)(OC)OC.[CH2:18]([NH2:21])[CH2:19][CH3:20].[BH4-], predict the reaction product. (4) Given the reactants C(OC(=O)[NH:7][C:8]([C:11]1[N:15]=[C:14]([NH2:16])[O:13][N:12]=1)([CH3:10])[CH3:9])(C)(C)C.[ClH:18].O1CCOCC1, predict the reaction product. The product is: [ClH:18].[NH2:7][C:8]([C:11]1[N:15]=[C:14]([NH2:16])[O:13][N:12]=1)([CH3:10])[CH3:9]. (5) Given the reactants Cl.Cl.[CH2:3]([O:5][C:6](=[O:12])[CH2:7][NH:8][CH2:9][CH2:10][NH2:11])[CH3:4].[CH3:13][C:14]1[S:18][C:17]([S:19](Cl)(=[O:21])=[O:20])=[N:16][N:15]=1, predict the reaction product. The product is: [CH2:3]([O:5][C:6](=[O:12])[CH2:7][NH:8][CH2:9][CH2:10][NH:11][S:19]([C:17]1[S:18][C:14]([CH3:13])=[N:15][N:16]=1)(=[O:21])=[O:20])[CH3:4]. (6) Given the reactants Br[C:2]1[C:11]2[C:6](=[CH:7][C:8]([O:14][CH3:15])=[C:9]([O:12][CH3:13])[CH:10]=2)[N:5]=[N:4][CH:3]=1.[CH2:16]([N:23]1[CH:27]=[C:26](B(O)O)[CH:25]=[N:24]1)[C:17]1[CH:22]=[CH:21][CH:20]=[CH:19][CH:18]=1.C(=O)([O-])[O-].[Na+].[Na+], predict the reaction product. The product is: [NH3:4].[CH2:16]([N:23]1[CH:27]=[C:26]([C:2]2[C:11]3[C:6](=[CH:7][C:8]([O:14][CH3:15])=[C:9]([O:12][CH3:13])[CH:10]=3)[N:5]=[N:4][CH:3]=2)[CH:25]=[N:24]1)[C:17]1[CH:22]=[CH:21][CH:20]=[CH:19][CH:18]=1. (7) Given the reactants C([O:8][N:9]1[C:18]2[C:13](=[CH:14][CH:15]=[CH:16][N:17]=2)[C:12]([N:19]2[CH2:24][CH2:23][CH:22]([N:25]3[CH2:30][CH2:29][O:28][CH2:27][CH2:26]3)[CH2:21][CH2:20]2)=[CH:11][CH2:10]1)C1C=CC=CC=1, predict the reaction product. The product is: [OH:8][N:9]1[C:18]2[C:13](=[CH:14][CH:15]=[CH:16][N:17]=2)[C:12]([N:19]2[CH2:24][CH2:23][CH:22]([N:25]3[CH2:30][CH2:29][O:28][CH2:27][CH2:26]3)[CH2:21][CH2:20]2)=[CH:11][CH2:10]1.